From a dataset of Forward reaction prediction with 1.9M reactions from USPTO patents (1976-2016). Predict the product of the given reaction. (1) Given the reactants I[C:2]1[CH:12]=[CH:11][C:5]([C:6]([O:8]CC)=[O:7])=[CH:4][CH:3]=1.[CH3:13][C@@H:14]1[CH2:18][O:17][C:16](=[O:19])[NH:15]1, predict the reaction product. The product is: [CH3:13][C@@H:14]1[CH2:18][O:17][C:16](=[O:19])[N:15]1[C:2]1[CH:3]=[CH:4][C:5]([C:6]([OH:8])=[O:7])=[CH:11][CH:12]=1. (2) Given the reactants C([O-])([O-])=O.[K+].[K+].[CH2:7](Br)[C:8]1[CH:13]=[CH:12][CH:11]=[CH:10][CH:9]=1.[CH3:15][O:16][C:17](=[O:29])[C:18]1[CH:27]=[C:26]([OH:28])[CH:25]=[C:20]([C:21]([O:23][CH3:24])=[O:22])[CH:19]=1, predict the reaction product. The product is: [CH3:24][O:23][C:21](=[O:22])[C:20]1[CH:25]=[C:26]([O:28][CH2:7][C:8]2[CH:13]=[CH:12][CH:11]=[CH:10][CH:9]=2)[CH:27]=[C:18]([C:17]([O:16][CH3:15])=[O:29])[CH:19]=1. (3) Given the reactants I[C:2]1[CH:7]=[CH:6][C:5]([C:8]2[O:12][C:11]([CH2:13][N:14]3[CH2:19][CH2:18][O:17][CH2:16][CH2:15]3)=[N:10][N:9]=2)=[CH:4][CH:3]=1.[CH:20]1([NH:23][C:24](=[O:41])[C:25]2[CH:30]=[CH:29][C:28]([CH3:31])=[C:27](B3OC(C)(C)C(C)(C)O3)[CH:26]=2)[CH2:22][CH2:21]1, predict the reaction product. The product is: [CH:20]1([NH:23][C:24]([C:25]2[CH:30]=[C:29]([C:2]3[CH:7]=[CH:6][C:5]([C:8]4[O:12][C:11]([CH2:13][N:14]5[CH2:19][CH2:18][O:17][CH2:16][CH2:15]5)=[N:10][N:9]=4)=[CH:4][CH:3]=3)[C:28]([CH3:31])=[CH:27][CH:26]=2)=[O:41])[CH2:21][CH2:22]1.